From a dataset of Full USPTO retrosynthesis dataset with 1.9M reactions from patents (1976-2016). Predict the reactants needed to synthesize the given product. (1) Given the product [CH3:19][O:20][C:21](=[O:22])/[CH:23]=[CH:48]\[C:50]1[CH:61]=[CH:60][CH:59]=[C:58]([C:62]([F:65])([F:64])[F:63])[C:51]=1[C:52]([O:54][CH:55]([CH3:57])[CH3:56])=[O:53], predict the reactants needed to synthesize it. The reactants are: C1OCCOCCOCCOCCOCCOC1.[CH3:19][O:20][C:21]([CH2:23]P(=O)(OCC(F)(F)F)OCC(F)(F)F)=[O:22].C[Si]([N-][Si](C)(C)C)(C)C.[K+].[CH:48]([C:50]1[CH:61]=[CH:60][CH:59]=[C:58]([C:62]([F:65])([F:64])[F:63])[C:51]=1[C:52]([O:54][CH:55]([CH3:57])[CH3:56])=[O:53])=O. (2) Given the product [Cl:18][C:11]1[C:12]([NH:14][CH:15]([CH3:17])[CH3:16])=[CH:13][C:8]2[N:7]=[C:22]([C:23]3[CH:28]=[CH:27][CH:26]=[C:25]([N:29]4[C:33]([CH2:34][OH:35])=[CH:32][N:31]=[N:30]4)[CH:24]=3)[CH2:21][C:20](=[O:43])[NH:19][C:9]=2[CH:10]=1, predict the reactants needed to synthesize it. The reactants are: C(OC(=O)[NH:7][C:8]1[CH:13]=[C:12]([NH:14][CH:15]([CH3:17])[CH3:16])[C:11]([Cl:18])=[CH:10][C:9]=1[NH:19][C:20](=[O:43])[CH2:21][C:22](=O)[C:23]1[CH:28]=[CH:27][CH:26]=[C:25]([N:29]2[C:33]([CH2:34][O:35]C3CCCCO3)=[CH:32][N:31]=[N:30]2)[CH:24]=1)(C)(C)C.C(O)(C(F)(F)F)=O. (3) Given the product [CH3:1][C:2]1[NH:20][C:13](=[O:15])[C:12]2[C:4](=[C:5]([C:6]([OH:7])=[O:8])[CH:9]=[CH:10][CH:11]=2)[N:3]=1, predict the reactants needed to synthesize it. The reactants are: [CH3:1][C:2]1[O:7][C:6](=[O:8])[C:5]2[CH:9]=[CH:10][CH:11]=[C:12]([C:13]([OH:15])=O)[C:4]=2[N:3]=1.C([O-])(=O)C.[NH4+:20]. (4) Given the product [CH:33]1([C:7]2[CH:6]=[C:5]3[C:10]([C:11]([NH:13][CH2:14][C:15]4[CH:20]=[CH:19][C:18]([NH:21][C:22](=[O:30])[C:23]5[CH:28]=[CH:27][C:26]([F:29])=[CH:25][CH:24]=5)=[CH:17][CH:16]=4)=[N:12][C:3]([N:2]([CH3:32])[CH3:1])=[N:4]3)=[CH:9][CH:8]=2)[CH2:35][CH2:34]1, predict the reactants needed to synthesize it. The reactants are: [CH3:1][N:2]([CH3:32])[C:3]1[N:12]=[C:11]([NH:13][CH2:14][C:15]2[CH:20]=[CH:19][C:18]([NH:21][C:22](=[O:30])[C:23]3[CH:28]=[CH:27][C:26]([F:29])=[CH:25][CH:24]=3)=[CH:17][CH:16]=2)[C:10]2[C:5](=[CH:6][C:7](I)=[CH:8][CH:9]=2)[N:4]=1.[CH:33]1(B(O)O)[CH2:35][CH2:34]1.Cl. (5) The reactants are: F[C:2]1[CH:7]=[CH:6][C:5]([F:8])=[CH:4][N:3]=1.[NH2:9][C:10]1[CH:14]=[CH:13][N:12]([CH3:15])[N:11]=1.Cl[C:17]1[C:26]2[C:21](=[CH:22][CH:23]=[C:24]([OH:27])[CH:25]=2)[N:20]=[CH:19][N:18]=1. Given the product [F:8][C:5]1[CH:6]=[CH:7][C:2]([O:27][C:24]2[CH:25]=[C:26]3[C:21](=[CH:22][CH:23]=2)[N:20]=[CH:19][N:18]=[C:17]3[NH:9][C:10]2[CH:14]=[CH:13][N:12]([CH3:15])[N:11]=2)=[N:3][CH:4]=1, predict the reactants needed to synthesize it. (6) Given the product [C:15]([O:14][C:12](=[O:13])[CH:11]([P:6]([O:5][CH2:3][CH3:4])([O:8][CH2:9][CH3:10])=[O:7])[CH:20]([C:22]1[CH:31]=[CH:30][C:25]([C:26]([O:28][CH3:29])=[O:27])=[CH:24][CH:23]=1)[CH3:21])([CH3:16])([CH3:18])[CH3:17], predict the reactants needed to synthesize it. The reactants are: [H-].[Na+].[CH2:3]([O:5][P:6]([CH2:11][C:12]([O:14][C:15]([CH3:18])([CH3:17])[CH3:16])=[O:13])([O:8][CH2:9][CH3:10])=[O:7])[CH3:4].Br[CH:20]([C:22]1[CH:31]=[CH:30][C:25]([C:26]([O:28][CH3:29])=[O:27])=[CH:24][CH:23]=1)[CH3:21]. (7) Given the product [Br:13][C:11]1[C:10]([CH2:14][O:15][CH:16]2[CH:21]([C:22]3[CH:23]=[CH:24][C:25]([O:28][CH2:29][CH2:30][CH2:31][O:32][CH2:33][C:34]4[CH:39]=[CH:38][CH:37]=[CH:36][C:35]=4[O:40][CH3:41])=[CH:26][CH:27]=3)[CH2:20][CH2:19][N:18]([C:42]([O:44][CH2:45][C:46]3[CH:51]=[CH:50][CH:49]=[CH:48][CH:47]=3)=[O:43])[CH2:17]2)=[CH:9][CH:8]=[C:7]2[C:12]=1[N:4]([CH2:3][CH2:2][NH:1][C:62]([NH:61][CH3:60])=[O:63])[CH:5]=[C:6]2[CH3:52], predict the reactants needed to synthesize it. The reactants are: [NH2:1][CH2:2][CH2:3][N:4]1[C:12]2[C:7](=[CH:8][CH:9]=[C:10]([CH2:14][O:15][CH:16]3[CH:21]([C:22]4[CH:27]=[CH:26][C:25]([O:28][CH2:29][CH2:30][CH2:31][O:32][CH2:33][C:34]5[CH:39]=[CH:38][CH:37]=[CH:36][C:35]=5[O:40][CH3:41])=[CH:24][CH:23]=4)[CH2:20][CH2:19][N:18]([C:42]([O:44][CH2:45][C:46]4[CH:51]=[CH:50][CH:49]=[CH:48][CH:47]=4)=[O:43])[CH2:17]3)[C:11]=2[Br:13])[C:6]([CH3:52])=[CH:5]1.C(N(CC)CC)C.[CH3:60][N:61](C)[CH:62]=[O:63]. (8) Given the product [CH2:7]([O:9][C:10](=[O:32])[N:11]([C:21]1[CH:26]=[C:25]([C:4]2[O:5][CH:6]=[C:2]([CH3:1])[N:3]=2)[N:24]=[C:23]([NH2:28])[C:22]=1[N+:29]([O-:31])=[O:30])[CH2:12][C:13]1[CH:18]=[CH:17][CH:16]=[C:15]([C:19]#[N:20])[CH:14]=1)[CH3:8], predict the reactants needed to synthesize it. The reactants are: [CH3:1][C:2]1[N:3]=[CH:4][O:5][CH:6]=1.[CH2:7]([O:9][C:10](=[O:32])[N:11]([C:21]1[CH:26]=[C:25](Br)[N:24]=[C:23]([NH2:28])[C:22]=1[N+:29]([O-:31])=[O:30])[CH2:12][C:13]1[CH:18]=[CH:17][CH:16]=[C:15]([C:19]#[N:20])[CH:14]=1)[CH3:8]. (9) Given the product [F:1][C:2]1[CH:7]=[C:6]([F:8])[CH:5]=[CH:4][C:3]=1[C:9]1[O:13][C:12]([NH:14][C:26](=[O:27])[CH2:25][CH:23]2[CH2:22][CH2:21][N:20]3[C:16](=[O:15])[O:17][CH2:18][CH:19]3[CH2:24]2)=[N:11][N:10]=1, predict the reactants needed to synthesize it. The reactants are: [F:1][C:2]1[CH:7]=[C:6]([F:8])[CH:5]=[CH:4][C:3]=1[C:9]1[O:13][C:12]([NH2:14])=[N:11][N:10]=1.[O:15]=[C:16]1[N:20]2[CH2:21][CH2:22][CH:23]([CH2:25][C:26](O)=[O:27])[CH2:24][CH:19]2[CH2:18][O:17]1. (10) Given the product [CH3:19][O:20][C:21](=[O:33])[CH2:22][CH2:23][C:24]1[CH:29]=[CH:28][C:27]([CH2:30][O:31][CH2:2][C:3]2[S:7][C:6]([C:8]3[CH:13]=[CH:12][C:11]([C:14]([F:17])([F:16])[F:15])=[CH:10][CH:9]=3)=[N:5][C:4]=2[CH3:18])=[CH:26][C:25]=1[CH3:32], predict the reactants needed to synthesize it. The reactants are: I[CH2:2][C:3]1[S:7][C:6]([C:8]2[CH:13]=[CH:12][C:11]([C:14]([F:17])([F:16])[F:15])=[CH:10][CH:9]=2)=[N:5][C:4]=1[CH3:18].[CH3:19][O:20][C:21](=[O:33])[CH2:22][CH2:23][C:24]1[CH:29]=[CH:28][C:27]([CH2:30][OH:31])=[CH:26][C:25]=1[CH3:32].[H-].[Na+].